From a dataset of Forward reaction prediction with 1.9M reactions from USPTO patents (1976-2016). Predict the product of the given reaction. (1) Given the reactants [OH:1][C@@H:2]1[C:10]2[C:5](=[CH:6][CH:7]=[CH:8][CH:9]=2)[CH2:4][C@@:3]1([CH2:20][C:21]1[CH:29]=[CH:28][C:24]([C:25]([OH:27])=[O:26])=[CH:23][CH:22]=1)[C:11]1[CH2:12][C:13]2[C:18]([CH:19]=1)=[CH:17][CH:16]=[CH:15][CH:14]=2.C1CCC(N=C=NC2CCCCC2)CC1.C1C2C(COC([NH:62][C@H:63]([C:68](O)=[O:69])[CH2:64][CH:65]([CH3:67])[CH3:66])=O)C3C(=CC=CC=3)C=2C=CC=1, predict the reaction product. The product is: [NH2:62][C@H:63]([C:68]([O:1][C@@H:2]1[C:10]2[C:5](=[CH:6][CH:7]=[CH:8][CH:9]=2)[CH2:4][C@@:3]1([CH2:20][C:21]1[CH:29]=[CH:28][C:24]([C:25]([OH:27])=[O:26])=[CH:23][CH:22]=1)[C:11]1[CH2:12][C:13]2[C:18]([CH:19]=1)=[CH:17][CH:16]=[CH:15][CH:14]=2)=[O:69])[CH2:64][CH:65]([CH3:67])[CH3:66]. (2) Given the reactants [CH:1]1([N:4]([CH2:12][C:13]2[CH:18]=[CH:17][C:16]([C:19]([NH:21][C:22]3[CH:27]=[CH:26][C:25]([CH3:28])=[C:24]([NH:29][C:30]4[CH:31]=[C:32]5[C:37](=[CH:38][CH:39]=4)[N:36]=[CH:35][N:34]([CH3:40])[C:33]5=[O:41])[CH:23]=3)=[O:20])=[CH:15][C:14]=2[C:42]([F:45])([F:44])[F:43])C(=O)OC(C)(C)C)[CH2:3][CH2:2]1, predict the reaction product. The product is: [CH:1]1([NH:4][CH2:12][C:13]2[CH:18]=[CH:17][C:16]([C:19]([NH:21][C:22]3[CH:27]=[CH:26][C:25]([CH3:28])=[C:24]([NH:29][C:30]4[CH:31]=[C:32]5[C:37](=[CH:38][CH:39]=4)[N:36]=[CH:35][N:34]([CH3:40])[C:33]5=[O:41])[CH:23]=3)=[O:20])=[CH:15][C:14]=2[C:42]([F:45])([F:44])[F:43])[CH2:3][CH2:2]1. (3) Given the reactants [OH:1][C:2]1[C:7]([N+:8]([O-:10])=[O:9])=[CH:6][C:5]([CH2:11][C:12]([N:14]([CH3:28])[C@@H:15]([C:22]2[CH:27]=[CH:26][CH:25]=[CH:24][CH:23]=2)[CH2:16][N:17]2[CH2:21][CH2:20][CH2:19][CH2:18]2)=[O:13])=[CH:4][CH:3]=1.C(=O)([O-])[O-].[K+].[K+].[CH2:35](Br)[C:36]1[CH:41]=[CH:40][CH:39]=[CH:38][CH:37]=1, predict the reaction product. The product is: [CH2:35]([O:1][C:2]1[C:7]([N+:8]([O-:10])=[O:9])=[CH:6][C:5]([CH2:11][C:12]([N:14]([CH3:28])[C@@H:15]([C:22]2[CH:27]=[CH:26][CH:25]=[CH:24][CH:23]=2)[CH2:16][N:17]2[CH2:21][CH2:20][CH2:19][CH2:18]2)=[O:13])=[CH:4][CH:3]=1)[C:36]1[CH:41]=[CH:40][CH:39]=[CH:38][CH:37]=1. (4) Given the reactants F[C:2]1[CH:11]=[CH:10][C:9]([N+:12]([O-:14])=[O:13])=[CH:8][C:3]=1[C:4]([O:6][CH3:7])=[O:5].[F:15][C:16]1[CH:21]=[CH:20][C:19]([OH:22])=[CH:18][C:17]=1[NH:23][C:24](=[O:36])[CH2:25][C:26]1[CH:31]=[CH:30][CH:29]=[C:28]([C:32]([F:35])([F:34])[F:33])[CH:27]=1.C(=O)([O-])[O-].[K+].[K+], predict the reaction product. The product is: [F:15][C:16]1[CH:21]=[CH:20][C:19]([O:22][C:2]2[CH:11]=[CH:10][C:9]([N+:12]([O-:14])=[O:13])=[CH:8][C:3]=2[C:4]([O:6][CH3:7])=[O:5])=[CH:18][C:17]=1[NH:23][C:24](=[O:36])[CH2:25][C:26]1[CH:31]=[CH:30][CH:29]=[C:28]([C:32]([F:35])([F:33])[F:34])[CH:27]=1. (5) Given the reactants [C:1]1(=[O:8])O[C:5](=[O:6])[CH:4]=[C:2]1[CH3:3].Cl.Cl.[NH2:11][NH2:12], predict the reaction product. The product is: [CH3:3][C:2]1[CH:4]=[C:5]([OH:6])[N:12]=[N:11][C:1]=1[OH:8]. (6) Given the reactants C[O:2][C:3](=[O:32])[C@H:4]([CH2:17][C:18]1[CH:23]=[CH:22][C:21]([C:24]2[C:25](=[O:31])[N:26]([CH3:30])[CH:27]=[CH:28][CH:29]=2)=[CH:20][CH:19]=1)[NH:5][C:6]([C:8]1[CH:13]=[C:12]([O:14][CH3:15])[CH:11]=[CH:10][C:9]=1[Br:16])=[O:7].O.[OH-].[Li+].CO.C(O)(=O)C, predict the reaction product. The product is: [Br:16][C:9]1[CH:10]=[CH:11][C:12]([O:14][CH3:15])=[CH:13][C:8]=1[C:6]([NH:5][C@H:4]([C:3]([OH:32])=[O:2])[CH2:17][C:18]1[CH:23]=[CH:22][C:21]([C:24]2[C:25](=[O:31])[N:26]([CH3:30])[CH:27]=[CH:28][CH:29]=2)=[CH:20][CH:19]=1)=[O:7]. (7) Given the reactants [C:1]([C:3]1[C:4]([CH3:13])=[C:5]([CH:10]=[CH:11][CH:12]=1)[C:6]([O:8][CH3:9])=[O:7])#[N:2].C1C(=O)N([Br:21])C(=O)C1, predict the reaction product. The product is: [Br:21][CH2:13][C:4]1[C:3]([C:1]#[N:2])=[CH:12][CH:11]=[CH:10][C:5]=1[C:6]([O:8][CH3:9])=[O:7]. (8) Given the reactants C(N(CC)CC)C.[Br:8][C:9]1[CH:14]=[CH:13][C:12]([N:15]([CH2:26][CH2:27][OH:28])[C:16]([C:18]2[C:19]([Cl:25])=[N:20][CH:21]=[N:22][C:23]=2Cl)=[O:17])=[CH:11][CH:10]=1, predict the reaction product. The product is: [Br:8][C:9]1[CH:14]=[CH:13][C:12]([N:15]2[C:16](=[O:17])[C:18]3[C:19]([Cl:25])=[N:20][CH:21]=[N:22][C:23]=3[O:28][CH2:27][CH2:26]2)=[CH:11][CH:10]=1. (9) Given the reactants [Cl:1][C:2]1[CH:7]=[CH:6][CH:5]=[CH:4][C:3]=1[C:8]([CH:10]1[CH2:14][CH2:13][CH2:12][CH2:11]1)=O.[NH:15]=[C:16]1[CH2:20][CH2:19][CH2:18][CH:17]1[OH:21].[NH3:22], predict the reaction product. The product is: [NH:15]=[C:16]1[CH2:20][CH2:19][CH2:18][CH:17]1[OH:21].[CH:5]1[CH:6]=[CH:7][C:2]([Cl:1])=[C:3]([C:8]2([NH2:22])[C:10](=[O:21])[CH2:14][CH2:13][CH2:12][CH2:11]2)[CH:4]=1. (10) Given the reactants [N+:1]([C:4]1[CH:15]=[CH:14][C:7]([CH2:8][C:9]2[NH:13][N:12]=[N:11][N:10]=2)=[CH:6][CH:5]=1)([O-:3])=[O:2].CN(C)C=O.[H-].[Na+].I[CH2:24][CH3:25], predict the reaction product. The product is: [CH2:24]([N:11]1[N:12]=[N:13][C:9]([CH2:8][C:7]2[CH:14]=[CH:15][C:4]([N+:1]([O-:3])=[O:2])=[CH:5][CH:6]=2)=[N:10]1)[CH3:25].